This data is from NCI-60 drug combinations with 297,098 pairs across 59 cell lines. The task is: Regression. Given two drug SMILES strings and cell line genomic features, predict the synergy score measuring deviation from expected non-interaction effect. Drug 1: C1CCC(CC1)NC(=O)N(CCCl)N=O. Drug 2: C1=C(C(=O)NC(=O)N1)F. Cell line: BT-549. Synergy scores: CSS=37.4, Synergy_ZIP=-4.51, Synergy_Bliss=-1.95, Synergy_Loewe=1.24, Synergy_HSA=2.30.